This data is from CYP1A2 inhibition data for predicting drug metabolism from PubChem BioAssay. The task is: Regression/Classification. Given a drug SMILES string, predict its absorption, distribution, metabolism, or excretion properties. Task type varies by dataset: regression for continuous measurements (e.g., permeability, clearance, half-life) or binary classification for categorical outcomes (e.g., BBB penetration, CYP inhibition). Dataset: cyp1a2_veith. (1) The drug is c1cncc(CNc2nc(-c3ccc4c(c3)OCO4)nc3ccccc23)c1. The result is 1 (inhibitor). (2) The compound is CC(=O)OCC(=O)[C@@]1(O)[C@H](C)C[C@@H]2[C@H]3CCC4=CC(=O)C=C[C@]4(C)[C@]3(F)[C@@H](O)C[C@@]21C. The result is 0 (non-inhibitor). (3) The drug is C/C=C\C1=C(CO)C(=O)[C@@H]2O[C@@H]2C1=O. The result is 0 (non-inhibitor). (4) The drug is N#CC(CC(=O)O)=C(c1ccccc1)c1ccccc1. The result is 0 (non-inhibitor). (5) The drug is Cc1nc2c3cnn(-c4ccc(C)c(C)c4)c3ncn2n1. The result is 1 (inhibitor). (6) The molecule is COc1cccc(Cn2c(=O)cnc3cnc(N4CCOCC4)nc32)c1. The result is 1 (inhibitor). (7) The compound is CCN(C(=O)CSc1nnc(Cc2cccc3ccccc23)n1N)C1CCS(=O)(=O)C1. The result is 0 (non-inhibitor). (8) The compound is Cc1noc(C)c1-c1nccc(NCc2cccs2)n1. The result is 1 (inhibitor).